Dataset: Full USPTO retrosynthesis dataset with 1.9M reactions from patents (1976-2016). Task: Predict the reactants needed to synthesize the given product. Given the product [OH:12][CH:11]([C:2]1[CH:7]=[CH:6][CH:5]=[CH:4][CH:3]=1)[C:13]1[C:21]2[O:20][CH2:19][CH:18]([C:22]3[CH:27]=[CH:26][C:25]([CH:28]([CH3:30])[CH3:29])=[CH:24][CH:23]=3)[C:17]=2[C:16]([CH3:31])=[C:15]([NH:32][C:33](=[O:39])[CH2:34][C:35]([CH3:38])([CH3:37])[CH3:36])[C:14]=1[CH3:40], predict the reactants needed to synthesize it. The reactants are: Br[C:2]1[CH:7]=[CH:6][CH:5]=[CH:4][CH:3]=1.[Mg].II.[CH:11]([C:13]1[C:21]2[O:20][CH2:19][CH:18]([C:22]3[CH:27]=[CH:26][C:25]([CH:28]([CH3:30])[CH3:29])=[CH:24][CH:23]=3)[C:17]=2[C:16]([CH3:31])=[C:15]([NH:32][C:33](=[O:39])[CH2:34][C:35]([CH3:38])([CH3:37])[CH3:36])[C:14]=1[CH3:40])=[O:12].